From a dataset of Forward reaction prediction with 1.9M reactions from USPTO patents (1976-2016). Predict the product of the given reaction. (1) Given the reactants [N+:1]([C:4]1[CH:12]=[C:11]2[C:7]([CH2:8][CH2:9][CH2:10]2)=[CH:6][C:5]=1[NH2:13])([O-:3])=[O:2].[N+](C1C(N)=CC=C2C=1CCC2)([O-])=O.[CH3:27][C:28](OC(C)=O)=[O:29].NC1C=C2C(=CC=1)CCC2.[N+]([O-])([O-])=O.[K+], predict the reaction product. The product is: [N+:1]([C:4]1[CH:12]=[C:11]2[C:7]([CH2:8][CH2:9][CH2:10]2)=[CH:6][C:5]=1[NH:13][C:28](=[O:29])[CH3:27])([O-:3])=[O:2]. (2) Given the reactants [NH2:1][C:2]1[CH:7]=[CH:6][C:5]([C:8]2[O:12][C:11]([C:13]([N:15]3[CH2:21][CH:20]4[N:22]([CH3:23])[CH:17]([CH2:18][CH2:19]4)[CH2:16]3)=[O:14])=[CH:10][CH:9]=2)=[CH:4][CH:3]=1.[C:24]([O:27][C:28](=[O:30])[CH3:29])(=[O:26])[CH3:25].[OH-:31].[Na+], predict the reaction product. The product is: [C:28]([OH:27])(=[O:30])/[CH:29]=[CH:11]/[C:13]([OH:14])=[O:31].[CH3:23][N:22]1[CH:20]2[CH2:19][CH2:18][CH:17]1[CH2:16][N:15]([C:13]([C:11]1[O:12][C:8]([C:5]3[CH:6]=[CH:7][C:2]([NH:1][C:24](=[O:26])[CH3:25])=[CH:3][CH:4]=3)=[CH:9][CH:10]=1)=[O:14])[CH2:21]2.